From a dataset of Reaction yield outcomes from USPTO patents with 853,638 reactions. Predict the reaction yield, written as a fraction of the theoretical maximum amount of product (1.0 means a 100% yield; for example, 0.34 means a 34% yield). (1) The reactants are Br[C:2]1[CH:3]=[C:4]2[C:10]([CH2:11][C:12]3[C:13]([F:23])=[C:14]([CH:19]=[CH:20][C:21]=3[F:22])[O:15][CH2:16][CH2:17][OH:18])=[CH:9][NH:8][C:5]2=[N:6][CH:7]=1.[N:24]1[CH:29]=[CH:28][CH:27]=[C:26](B(O)O)[CH:25]=1.C(=O)([O-])[O-].[K+].[K+].O. The catalyst is C(#N)C.C1C=CC([P]([Pd]([P](C2C=CC=CC=2)(C2C=CC=CC=2)C2C=CC=CC=2)([P](C2C=CC=CC=2)(C2C=CC=CC=2)C2C=CC=CC=2)[P](C2C=CC=CC=2)(C2C=CC=CC=2)C2C=CC=CC=2)(C2C=CC=CC=2)C2C=CC=CC=2)=CC=1. The product is [F:23][C:13]1[C:12]([CH2:11][C:10]2[C:4]3[C:5](=[N:6][CH:7]=[C:2]([C:26]4[CH:25]=[N:24][CH:29]=[CH:28][CH:27]=4)[CH:3]=3)[NH:8][CH:9]=2)=[C:21]([F:22])[CH:20]=[CH:19][C:14]=1[O:15][CH2:16][CH2:17][OH:18]. The yield is 0.320. (2) The reactants are Br[C:2]1[CH:7]=[CH:6][C:5]([CH2:8][C:9]([CH3:12])([OH:11])[CH3:10])=[C:4]([F:13])[CH:3]=1.C1(P(C2C=CC=CC=2)CCCP(C2C=CC=CC=2)C2C=CC=CC=2)C=CC=CC=1.C(N(CC)CC)C.[CH3:50][OH:51].CN([CH:55]=[O:56])C. The catalyst is C([O-])(=O)C.[Pd+2].C([O-])(=O)C. The product is [F:13][C:4]1[CH:3]=[C:2]([CH:7]=[CH:6][C:5]=1[CH2:8][C:9]([OH:11])([CH3:12])[CH3:10])[C:50]([O:56][CH3:55])=[O:51]. The yield is 0.850. (3) The reactants are [CH3:1][C:2]([O:5][C:6]([NH:8][C@H:9]([C:12]([O:14]C)=[O:13])[CH2:10][OH:11])=[O:7])([CH3:4])[CH3:3].C(=O)([O-])O[CH2:18][CH2:19][CH:20]=C.[CH3:24]COC(C)=O. The yield is 0.680. The product is [CH3:24][N:8]([C:6]([O:5][C:2]([CH3:1])([CH3:3])[CH3:4])=[O:7])[C@H:9]([C:12]([OH:14])=[O:13])[CH2:10][O:11][CH2:20][CH:19]=[CH2:18]. The catalyst is C1C=CC([P]([Pd]([P](C2C=CC=CC=2)(C2C=CC=CC=2)C2C=CC=CC=2)([P](C2C=CC=CC=2)(C2C=CC=CC=2)C2C=CC=CC=2)[P](C2C=CC=CC=2)(C2C=CC=CC=2)C2C=CC=CC=2)(C2C=CC=CC=2)C2C=CC=CC=2)=CC=1. (4) The reactants are [CH3:1][O:2][C:3]([C:5]1[S:6][CH:7]=[CH:8][C:9]=1[NH2:10])=[O:4].[NH:11]1[C:15]2[N:16]=[CH:17][CH:18]=[C:19]([CH:20]=O)[C:14]=2[CH:13]=[CH:12]1.C([SiH](CC)CC)C.[OH-].[Na+].C([O-])(O)=O.[Na+]. The catalyst is C(O)(C(F)(F)F)=O.C(Cl)Cl. The product is [NH:11]1[C:15]2=[N:16][CH:17]=[CH:18][C:19]([CH2:20][NH:10][C:9]3[CH:8]=[CH:7][S:6][C:5]=3[C:3]([O:2][CH3:1])=[O:4])=[C:14]2[CH:13]=[CH:12]1. The yield is 0.490.